This data is from Forward reaction prediction with 1.9M reactions from USPTO patents (1976-2016). The task is: Predict the product of the given reaction. (1) Given the reactants [C:1]([NH:8][C@@H:9]([C:12]([OH:14])=[O:13])[CH2:10][OH:11])([O:3][C:4]([CH3:7])([CH3:6])[CH3:5])=[O:2].CC(C)([O-])C.[K+].[F:21][C:22]1[CH:29]=[C:28]([F:30])[CH:27]=[CH:26][C:23]=1[CH2:24]Br, predict the reaction product. The product is: [C:4]([O:3][C:1]([NH:8][CH:9]([CH2:10][O:11][CH2:24][C:23]1[CH:26]=[CH:27][C:28]([F:30])=[CH:29][C:22]=1[F:21])[C:12]([OH:14])=[O:13])=[O:2])([CH3:7])([CH3:6])[CH3:5]. (2) The product is: [O:1]1[C:5]2[CH:6]=[CH:7][C:8]([C:10]3([C:13]([NH:15][C:16]4[CH:17]=[C:18]5[C:22](=[CH:23][CH:24]=4)[NH:21][C:20]([C:25]([CH3:28])([CH3:27])[CH3:26])=[C:19]5[CH3:30])=[O:14])[CH2:12][CH2:11]3)=[CH:9][C:4]=2[O:3][CH2:2]1. Given the reactants [O:1]1[C:5]2[CH:6]=[CH:7][C:8]([C:10]3([C:13]([NH:15][C:16]4[CH:17]=[C:18]5[C:22](=[CH:23][CH:24]=4)[NH:21][C:20]([C:25]([CH3:28])([CH3:27])[CH3:26])=[CH:19]5)=[O:14])[CH2:12][CH2:11]3)=[CH:9][C:4]=2[O:3][CH2:2]1.I[CH3:30], predict the reaction product. (3) Given the reactants ClCCl.CS(C)=O.C(Cl)(=O)C(Cl)=O.[CH3:14][C:15]1[N:20]=[C:19]([CH3:21])[C:18]([O:22][CH2:23][C@@:24]2([C:29]3[CH:34]=[CH:33][C:32]([O:35][CH2:36][O:37][CH3:38])=[C:31]([F:39])[CH:30]=3)[CH2:26][C@H:25]2[CH2:27][OH:28])=[CH:17][N:16]=1, predict the reaction product. The product is: [CH3:14][C:15]1[N:20]=[C:19]([CH3:21])[C:18]([O:22][CH2:23][C@@:24]2([C:29]3[CH:34]=[CH:33][C:32]([O:35][CH2:36][O:37][CH3:38])=[C:31]([F:39])[CH:30]=3)[CH2:26][C@H:25]2[CH:27]=[O:28])=[CH:17][N:16]=1. (4) The product is: [C:54]([O:53][C:52]([NH:51][CH2:50][C:49]1[CH:48]=[CH:47][C:46]([S:42]([NH:43][C:39](=[O:40])[CH2:38][CH2:37][C:32]2[CH:33]=[CH:34][CH:35]=[CH:36][C:31]=2[NH:30][C:28](=[O:29])[CH2:27][NH:26][C:24](=[O:25])[CH2:23][CH2:22][CH2:21][CH2:20][CH2:19][NH:18][C:16](=[O:17])[O:15][CH2:14][CH:12]2[C:13]3[CH:1]=[CH:2][CH:3]=[CH:4][C:5]=3[C:6]3[C:11]2=[CH:10][CH:9]=[CH:8][CH:7]=3)(=[O:44])=[O:45])=[CH:60][CH:59]=1)=[O:58])([CH3:56])([CH3:57])[CH3:55]. Given the reactants [CH:1]1[C:13]2[CH:12]([CH2:14][O:15][C:16]([NH:18][CH2:19][CH2:20][CH2:21][CH2:22][CH2:23][C:24]([NH:26][CH2:27][C:28]([NH:30][C:31]3[CH:36]=[CH:35][CH:34]=[CH:33][C:32]=3[CH2:37][CH2:38][C:39](O)=[O:40])=[O:29])=[O:25])=[O:17])[C:11]3[C:6](=[CH:7][CH:8]=[CH:9][CH:10]=3)[C:5]=2[CH:4]=[CH:3][CH:2]=1.[S:42]([C:46]1[CH:60]=[CH:59][C:49]([CH2:50][NH:51][C:52](=[O:58])[O:53][C:54]([CH3:57])([CH3:56])[CH3:55])=[CH:48][CH:47]=1)(=[O:45])(=[O:44])[NH2:43].Cl.CN(C)CCCN=C=NCC.C(O)(=O)CC(CC(O)=O)(C(O)=O)O, predict the reaction product. (5) Given the reactants [NH2:1][C:2]1[CH:7]=[CH:6][C:5]([CH2:8][C:9]#[N:10])=[CH:4][CH:3]=1.[C:11](O[C:11]([O:13][CH2:14][C:15]1[CH:20]=[CH:19][CH:18]=[CH:17][CH:16]=1)=[O:12])([O:13][CH2:14][C:15]1[CH:20]=[CH:19][CH:18]=[CH:17][CH:16]=1)=[O:12].C(Cl)Cl.CO, predict the reaction product. The product is: [CH2:14]([O:13][C:11](=[O:12])[NH:1][C:2]1[CH:7]=[CH:6][C:5]([CH2:8][C:9]#[N:10])=[CH:4][CH:3]=1)[C:15]1[CH:20]=[CH:19][CH:18]=[CH:17][CH:16]=1. (6) Given the reactants [Cl:1][C:2]1[CH:3]=[C:4]([CH:21]=[C:22]([C:31]([F:34])([F:33])[F:32])[C:23]=1[CH2:24][N:25]1[CH2:30][CH2:29][NH:28][CH2:27][CH2:26]1)[C:5]([NH:7][CH2:8][C:9]1[CH:14]=[C:13]([Cl:15])[CH:12]=[CH:11][C:10]=1[S:16]([CH2:19][CH3:20])(=[O:18])=[O:17])=[O:6].CC(OC([N:42]1[CH2:47][CH2:46][CH:45]([C:48](O)=[O:49])[CH2:44][CH2:43]1)=O)(C)C, predict the reaction product. The product is: [Cl:1][C:2]1[CH:3]=[C:4]([CH:21]=[C:22]([C:31]([F:32])([F:34])[F:33])[C:23]=1[CH2:24][N:25]1[CH2:30][CH2:29][N:28]([C:48]([CH:45]2[CH2:46][CH2:47][NH:42][CH2:43][CH2:44]2)=[O:49])[CH2:27][CH2:26]1)[C:5]([NH:7][CH2:8][C:9]1[CH:14]=[C:13]([Cl:15])[CH:12]=[CH:11][C:10]=1[S:16]([CH2:19][CH3:20])(=[O:18])=[O:17])=[O:6].